Dataset: Peptide-MHC class I binding affinity with 185,985 pairs from IEDB/IMGT. Task: Regression. Given a peptide amino acid sequence and an MHC pseudo amino acid sequence, predict their binding affinity value. This is MHC class I binding data. (1) The peptide sequence is TWIPEWDFIS. The MHC is Mamu-A2201 with pseudo-sequence Mamu-A2201. The binding affinity (normalized) is 0. (2) The peptide sequence is VPRLGDKTF. The MHC is HLA-B58:01 with pseudo-sequence HLA-B58:01. The binding affinity (normalized) is 0.0847. (3) The peptide sequence is MGKTITDVK. The MHC is HLA-B08:02 with pseudo-sequence HLA-B08:02. The binding affinity (normalized) is 0.0847. (4) The peptide sequence is AVFDGCVVY. The binding affinity (normalized) is 0.351. The MHC is HLA-B58:01 with pseudo-sequence HLA-B58:01. (5) The peptide sequence is FQDSSSSKA. The MHC is HLA-A02:03 with pseudo-sequence HLA-A02:03. The binding affinity (normalized) is 0.320.